Dataset: TCR-epitope binding with 47,182 pairs between 192 epitopes and 23,139 TCRs. Task: Binary Classification. Given a T-cell receptor sequence (or CDR3 region) and an epitope sequence, predict whether binding occurs between them. (1) The epitope is CTELKLSDY. The TCR CDR3 sequence is CSVEGDPDTQYF. Result: 0 (the TCR does not bind to the epitope). (2) The epitope is GTSGSPIINR. The TCR CDR3 sequence is CASSQDPGLNEKLFF. Result: 1 (the TCR binds to the epitope). (3) The epitope is IVTDFSVIK. The TCR CDR3 sequence is CACRPRALYGYTF. Result: 0 (the TCR does not bind to the epitope). (4) The epitope is LEPLVDLPI. The TCR CDR3 sequence is CASSSTSGSTNEQFF. Result: 1 (the TCR binds to the epitope). (5) The epitope is VSFIEFVGW. The TCR CDR3 sequence is CASSQMGTQYF. Result: 0 (the TCR does not bind to the epitope). (6) The epitope is TPINLVRDL. The TCR CDR3 sequence is CASSLEQGHEQYF. Result: 0 (the TCR does not bind to the epitope). (7) The epitope is ITEEVGHTDLMAAY. The TCR CDR3 sequence is CASSWRQDNYGYTF. Result: 0 (the TCR does not bind to the epitope).